Binary Classification. Given a T-cell receptor sequence (or CDR3 region) and an epitope sequence, predict whether binding occurs between them. From a dataset of TCR-epitope binding with 47,182 pairs between 192 epitopes and 23,139 TCRs. (1) The epitope is FLNGSCGSV. The TCR CDR3 sequence is CASSALAGGPGEQFF. Result: 1 (the TCR binds to the epitope). (2) The epitope is HTTDPSFLGRY. The TCR CDR3 sequence is CASSQDSSYEQYF. Result: 1 (the TCR binds to the epitope).